Dataset: Full USPTO retrosynthesis dataset with 1.9M reactions from patents (1976-2016). Task: Predict the reactants needed to synthesize the given product. (1) The reactants are: [CH3:1][C:2]1[N:3]([C:8]2[N:13]=[CH:12][C:11]([CH:14]3[CH2:19][N:18]([CH2:20][CH2:21][CH3:22])[C:17](=O)[CH2:16][O:15]3)=[CH:10][CH:9]=2)[C:4]([CH3:7])=[CH:5][CH:6]=1.[H-].[Al+3].[Li+].[H-].[H-].[H-].[OH-].[Na+]. Given the product [CH3:7][C:4]1[N:3]([C:8]2[N:13]=[CH:12][C:11]([CH:14]3[CH2:19][N:18]([CH2:20][CH2:21][CH3:22])[CH2:17][CH2:16][O:15]3)=[CH:10][CH:9]=2)[C:2]([CH3:1])=[CH:6][CH:5]=1, predict the reactants needed to synthesize it. (2) Given the product [Cl:29][C:26]1[CH:27]=[CH:28][C:23]([CH2:22][C@@H:2]([NH:1][C:31]([NH:45][CH2:46][CH2:47][C:48]2[N:52]=[CH:51][NH:50][CH:49]=2)=[O:32])[C:3]([N:5]2[CH2:10][CH2:9][C:8]([CH:16]3[CH2:21][CH2:20][CH2:19][CH2:18][CH2:17]3)([C:11]([O:13][CH2:14][CH3:15])=[O:12])[CH2:7][CH2:6]2)=[O:4])=[CH:24][CH:25]=1, predict the reactants needed to synthesize it. The reactants are: [NH2:1][C@H:2]([CH2:22][C:23]1[CH:28]=[CH:27][C:26]([Cl:29])=[CH:25][CH:24]=1)[C:3]([N:5]1[CH2:10][CH2:9][C:8]([CH:16]2[CH2:21][CH2:20][CH2:19][CH2:18][CH2:17]2)([C:11]([O:13][CH2:14][CH3:15])=[O:12])[CH2:7][CH2:6]1)=[O:4].Cl[C:31](OC1C=CC([N+]([O-])=O)=CC=1)=[O:32].[NH4+].[OH-].[NH2:45][CH2:46][CH2:47][C:48]1[N:52]=[CH:51][NH:50][CH:49]=1.C(O)(=O)CC(CC(O)=O)(C(O)=O)O.